This data is from NCI-60 drug combinations with 297,098 pairs across 59 cell lines. The task is: Regression. Given two drug SMILES strings and cell line genomic features, predict the synergy score measuring deviation from expected non-interaction effect. (1) Drug 1: COC1=CC(=CC(=C1O)OC)C2C3C(COC3=O)C(C4=CC5=C(C=C24)OCO5)OC6C(C(C7C(O6)COC(O7)C8=CC=CS8)O)O. Drug 2: CC12CCC3C(C1CCC2OP(=O)(O)O)CCC4=C3C=CC(=C4)OC(=O)N(CCCl)CCCl.[Na+]. Cell line: NCIH23. Synergy scores: CSS=54.7, Synergy_ZIP=1.19, Synergy_Bliss=2.38, Synergy_Loewe=-59.1, Synergy_HSA=3.56. (2) Drug 1: C1=CC=C(C(=C1)C(C2=CC=C(C=C2)Cl)C(Cl)Cl)Cl. Drug 2: C1CN(CCN1C(=O)CCBr)C(=O)CCBr. Cell line: MALME-3M. Synergy scores: CSS=5.66, Synergy_ZIP=-0.507, Synergy_Bliss=1.89, Synergy_Loewe=-1.77, Synergy_HSA=1.28. (3) Drug 1: CC1=CC=C(C=C1)C2=CC(=NN2C3=CC=C(C=C3)S(=O)(=O)N)C(F)(F)F. Drug 2: CNC(=O)C1=NC=CC(=C1)OC2=CC=C(C=C2)NC(=O)NC3=CC(=C(C=C3)Cl)C(F)(F)F. Cell line: OVCAR3. Synergy scores: CSS=-7.47, Synergy_ZIP=1.84, Synergy_Bliss=-2.70, Synergy_Loewe=-1.81, Synergy_HSA=-6.24. (4) Drug 1: C(CCl)NC(=O)N(CCCl)N=O. Drug 2: CC1CCCC2(C(O2)CC(NC(=O)CC(C(C(=O)C(C1O)C)(C)C)O)C(=CC3=CSC(=N3)C)C)C. Cell line: SNB-19. Synergy scores: CSS=37.8, Synergy_ZIP=-0.552, Synergy_Bliss=-3.07, Synergy_Loewe=-18.8, Synergy_HSA=-3.92.